Dataset: Peptide-MHC class I binding affinity with 185,985 pairs from IEDB/IMGT. Task: Regression. Given a peptide amino acid sequence and an MHC pseudo amino acid sequence, predict their binding affinity value. This is MHC class I binding data. (1) The peptide sequence is FLKKLHEEEI. The MHC is HLA-A02:02 with pseudo-sequence HLA-A02:02. The binding affinity (normalized) is 0.790. (2) The peptide sequence is TTANFHTL. The MHC is H-2-Kb with pseudo-sequence H-2-Kb. The binding affinity (normalized) is 0.506.